From a dataset of Reaction yield outcomes from USPTO patents with 853,638 reactions. Predict the reaction yield, written as a fraction of the theoretical maximum amount of product (1.0 means a 100% yield; for example, 0.34 means a 34% yield). (1) The reactants are [C:1]([C:3]1[CH:8]=[CH:7][CH:6]=[CH:5][C:4]=1[S:9](Cl)(=[O:11])=[O:10])#[N:2].[CH3:13][NH:14][CH3:15].C1COCC1.C(N(CC)CC)C. The catalyst is ClCCl.CCOC(C)=O. The product is [C:1]([C:3]1[CH:8]=[CH:7][CH:6]=[CH:5][C:4]=1[S:9]([N:14]([CH3:15])[CH3:13])(=[O:11])=[O:10])#[N:2]. The yield is 0.460. (2) The reactants are [Br:1][C:2]1[CH:3]=[C:4]([C:15]([O:17]C)=[O:16])[C:5]2[C:6]([F:14])=[CH:7][N:8]([CH:11]([CH3:13])[CH3:12])[C:9]=2[CH:10]=1.[OH-].[Li+].O.[Al]. The catalyst is O1CCCC1.CO. The product is [Br:1][C:2]1[CH:3]=[C:4]([C:15]([OH:17])=[O:16])[C:5]2[C:6]([F:14])=[CH:7][N:8]([CH:11]([CH3:12])[CH3:13])[C:9]=2[CH:10]=1. The yield is 0.760. (3) The reactants are [C:1]([C:3]1[CH:8]=[CH:7][N:6]=[C:5]([C:9]([NH:11][C:12]2[CH:13]=[C:14]3[C:18](=[CH:19][CH:20]=2)[N:17]([CH3:21])[CH:16]=[C:15]3[CH:22]2[CH2:27][CH2:26][N:25](C(OC(C)(C)C)=O)[CH2:24][CH2:23]2)=[O:10])[CH:4]=1)#[N:2].Cl.C([O-])(O)=O.[Na+]. The catalyst is CO.O1CCOCC1.C(Cl)Cl. The product is [C:1]([C:3]1[CH:8]=[CH:7][N:6]=[C:5]([C:9]([NH:11][C:12]2[CH:13]=[C:14]3[C:18](=[CH:19][CH:20]=2)[N:17]([CH3:21])[CH:16]=[C:15]3[CH:22]2[CH2:27][CH2:26][NH:25][CH2:24][CH2:23]2)=[O:10])[CH:4]=1)#[N:2]. The yield is 0.780. (4) The reactants are [S:1]1[CH:5]=[CH:4][CH:3]=[C:2]1[CH2:6][C:7]([OH:9])=O.C(N1[CH:21]=[CH:20][N:19]=[CH:18]1)([N:19]1[CH:20]=[CH:21]N=[CH:18]1)=O.[OH2:22].CN([CH:26]=[O:27])C. No catalyst specified. The product is [CH3:26][O:27][C:21]([C:20]1[N:19]=[CH:18][O:9][C:7]=1[CH2:6][C:2]1[S:1][CH:5]=[CH:4][CH:3]=1)=[O:22]. The yield is 0.0700. (5) The reactants are [CH3:1][C:2]1[C:6]([CH2:7][N:8]2[CH:12]=[C:11]([N:13]3[C:17](=[O:18])[CH2:16][NH:15][C:14]3=[O:19])[CH:10]=[N:9]2)=[C:5]([CH3:20])[O:4][N:3]=1.Cl[CH2:22][C:23]1[C:24]([CH3:29])=[N:25][O:26][C:27]=1[CH3:28]. No catalyst specified. The product is [CH3:29][C:24]1[C:23]([CH2:22][N:15]2[CH2:16][C:17](=[O:18])[N:13]([C:11]3[CH:10]=[N:9][N:8]([CH2:7][C:6]4[C:2]([CH3:1])=[N:3][O:4][C:5]=4[CH3:20])[CH:12]=3)[C:14]2=[O:19])=[C:27]([CH3:28])[O:26][N:25]=1. The yield is 0.500. (6) The reactants are [Cl:1][C:2]1[CH:11]=[N:10][C:9]2[C:4](=[CH:5][CH:6]=[C:7]([OH:12])[CH:8]=2)[N:3]=1.Cl[CH2:14][CH2:15][CH:16]1[CH2:21][CH2:20][N:19]([C:22]2[N:23]=[N:24][C:25]([CH3:28])=[CH:26][CH:27]=2)[CH2:18][CH2:17]1.[I-].[K+].C(=O)([O-])[O-].[K+].[K+]. The catalyst is CN(C)C=O.C(OCC)(=O)C. The product is [Cl:1][C:2]1[CH:11]=[N:10][C:9]2[C:4](=[CH:5][CH:6]=[C:7]([O:12][CH2:14][CH2:15][CH:16]3[CH2:21][CH2:20][N:19]([C:22]4[N:23]=[N:24][C:25]([CH3:28])=[CH:26][CH:27]=4)[CH2:18][CH2:17]3)[CH:8]=2)[N:3]=1. The yield is 0.610. (7) The reactants are [NH2:1][C:2]1[CH:7]=[C:6]([F:8])[C:5]([S:9][CH2:10][C:11]2[CH:16]=[CH:15][CH:14]=[CH:13][CH:12]=2)=[CH:4][C:3]=1/[CH:17]=[CH:18]/[C:19]([O:21][CH2:22][CH3:23])=[O:20].[Br:24][C:25]1[CH:30]=[C:29]([O:31][CH3:32])[C:28](I)=[CH:27][C:26]=1[Cl:34].C(=O)([O-])[O-].[Cs+].[Cs+].C1(C)C=CC=CC=1. The catalyst is CCOC(C)=O.C1C=CC(/C=C/C(/C=C/C2C=CC=CC=2)=O)=CC=1.C1C=CC(/C=C/C(/C=C/C2C=CC=CC=2)=O)=CC=1.C1C=CC(/C=C/C(/C=C/C2C=CC=CC=2)=O)=CC=1.[Pd].[Pd].CC1(C)C2C(=C(P(C3C=CC=CC=3)C3C=CC=CC=3)C=CC=2)OC2C(P(C3C=CC=CC=3)C3C=CC=CC=3)=CC=CC1=2. The product is [CH2:10]([S:9][C:5]1[C:6]([F:8])=[CH:7][C:2]([NH:1][C:28]2[CH:27]=[C:26]([Cl:34])[C:25]([Br:24])=[CH:30][C:29]=2[O:31][CH3:32])=[C:3](/[CH:17]=[CH:18]/[C:19]([O:21][CH2:22][CH3:23])=[O:20])[CH:4]=1)[C:11]1[CH:16]=[CH:15][CH:14]=[CH:13][CH:12]=1. The yield is 0.677. (8) The reactants are C([O:8][C:9]([N:11]1[CH2:16][CH2:15][N:14]([CH2:17][C:18]2[CH:27]=[C:26]3[C:21]([C:22]([NH2:28])=[N:23][CH:24]=[N:25]3)=[CH:20][CH:19]=2)[C:13](=[O:29])[CH:12]1[CH2:30][O:31][CH3:32])=O)C1C=CC=CC=1.CN(C(ON1N=NC2C=CC=CC1=2)=[N+](C)C)C.[B-](F)(F)(F)F.C(N(C(C)C)CC)(C)C.[Cl:64][C:65]1[CH:66]=[CH:67][C:68]2[N:72]=[C:71](C(O)=O)[NH:70][C:69]=2[CH:76]=1. The catalyst is CN(C=O)C. The product is [NH2:28][C:22]1[C:21]2[C:26](=[CH:27][C:18]([CH2:17][N:14]3[CH2:15][CH2:16][N:11]([C:9]([C:71]4[NH:70][C:69]5[CH:76]=[C:65]([Cl:64])[CH:66]=[CH:67][C:68]=5[N:72]=4)=[O:8])[C@@H:12]([CH2:30][O:31][CH3:32])[C:13]3=[O:29])=[CH:19][CH:20]=2)[N:25]=[CH:24][N:23]=1. The yield is 0.550.